From a dataset of Reaction yield outcomes from USPTO patents with 853,638 reactions. Predict the reaction yield, written as a fraction of the theoretical maximum amount of product (1.0 means a 100% yield; for example, 0.34 means a 34% yield). The yield is 0.420. The product is [Br:41][CH2:37][C:36]([CH3:39])=[CH:35][CH2:34][C:22]1[C:21]([OH:20])=[C:29]2[C:25]([CH2:26][O:27][C:28]2=[O:30])=[C:24]([CH3:31])[C:23]=1[O:32][CH3:33]. The catalyst is ClCCl. The reactants are C1(P(C2C=CC=CC=2)C2C=CC=CC=2)C=CC=CC=1.[OH:20][C:21]1[C:22]([CH2:34][CH:35]=[C:36]([CH3:39])[CH2:37]O)=[C:23]([O:32][CH3:33])[C:24]([CH3:31])=[C:25]2[C:29]=1[C:28](=[O:30])[O:27][CH2:26]2.C(Br)(Br)(Br)[Br:41].